This data is from Full USPTO retrosynthesis dataset with 1.9M reactions from patents (1976-2016). The task is: Predict the reactants needed to synthesize the given product. Given the product [C:20]([NH:1][C@H:2]1[C@H:7]2[CH2:8][C@H:4]([C@@H:5]([C:16]([O:18][CH3:19])=[O:17])[N:6]2[C:9]([O:11][C:12]([CH3:13])([CH3:14])[CH3:15])=[O:10])[CH2:3]1)(=[O:22])[CH3:21], predict the reactants needed to synthesize it. The reactants are: [NH2:1][C@H:2]1[C@H:7]2[CH2:8][C@H:4]([C@@H:5]([C:16]([O:18][CH3:19])=[O:17])[N:6]2[C:9]([O:11][C:12]([CH3:15])([CH3:14])[CH3:13])=[O:10])[CH2:3]1.[C:20](OC(=O)C)(=[O:22])[CH3:21].